This data is from Merck oncology drug combination screen with 23,052 pairs across 39 cell lines. The task is: Regression. Given two drug SMILES strings and cell line genomic features, predict the synergy score measuring deviation from expected non-interaction effect. (1) Drug 1: COC1=C2CC(C)CC(OC)C(O)C(C)C=C(C)C(OC(N)=O)C(OC)C=CC=C(C)C(=O)NC(=CC1=O)C2=O. Drug 2: CCC1(O)C(=O)OCc2c1cc1n(c2=O)Cc2cc3c(CN(C)C)c(O)ccc3nc2-1. Cell line: HCT116. Synergy scores: synergy=-1.19. (2) Drug 1: CC(=O)OC1C(=O)C2(C)C(O)CC3OCC3(OC(C)=O)C2C(OC(=O)c2ccccc2)C2(O)CC(OC(=O)C(O)C(NC(=O)c3ccccc3)c3ccccc3)C(C)=C1C2(C)C. Drug 2: CS(=O)(=O)CCNCc1ccc(-c2ccc3ncnc(Nc4ccc(OCc5cccc(F)c5)c(Cl)c4)c3c2)o1. Cell line: HT29. Synergy scores: synergy=-0.580. (3) Drug 1: CS(=O)(=O)CCNCc1ccc(-c2ccc3ncnc(Nc4ccc(OCc5cccc(F)c5)c(Cl)c4)c3c2)o1. Drug 2: NC1CCCCC1N.O=C(O)C(=O)O.[Pt+2]. Cell line: KPL1. Synergy scores: synergy=-6.54. (4) Drug 1: O=c1[nH]cc(F)c(=O)[nH]1. Drug 2: CCc1cnn2c(NCc3ccc[n+]([O-])c3)cc(N3CCCCC3CCO)nc12. Cell line: ES2. Synergy scores: synergy=3.41. (5) Drug 2: Cn1nnc2c(C(N)=O)ncn2c1=O. Drug 1: CC(=O)OC1C(=O)C2(C)C(O)CC3OCC3(OC(C)=O)C2C(OC(=O)c2ccccc2)C2(O)CC(OC(=O)C(O)C(NC(=O)c3ccccc3)c3ccccc3)C(C)=C1C2(C)C. Synergy scores: synergy=6.08. Cell line: NCIH520.